Dataset: Full USPTO retrosynthesis dataset with 1.9M reactions from patents (1976-2016). Task: Predict the reactants needed to synthesize the given product. (1) Given the product [CH3:39][CH2:40][N:41]([CH:45]([CH3:47])[CH3:46])[CH:42]([CH3:44])[CH3:43].[CH:42]([N:41]([CH2:40][CH3:39])[CH:45]([CH3:47])[CH3:46])([CH3:44])[CH3:43], predict the reactants needed to synthesize it. The reactants are: C1C=CC(P(C2C=CC=CC=2)C2C=CC=CC=2)=CC=1.C1(P(C2C=CC=CC=2)C2C=CC=CC=2)C=CC=CC=1.[CH3:39][CH2:40][N:41]([CH:45]([CH3:47])[CH3:46])[CH:42]([CH3:44])[CH3:43]. (2) Given the product [CH2:1]([O:3][C:4]([C:6]1[CH:7]=[N:8][C:9]([Cl:13])=[CH:10][C:11]=1[NH:19][CH2:18][C:17]1[CH:16]=[C:15]([F:14])[CH:22]=[C:21]([F:23])[CH:20]=1)=[O:5])[CH3:2], predict the reactants needed to synthesize it. The reactants are: [CH2:1]([O:3][C:4]([C:6]1[CH:7]=[N:8][C:9]([Cl:13])=[CH:10][C:11]=1Cl)=[O:5])[CH3:2].[F:14][C:15]1[CH:16]=[C:17]([CH:20]=[C:21]([F:23])[CH:22]=1)[CH2:18][NH2:19].